Task: Predict the reaction yield, written as a fraction of the theoretical maximum amount of product (1.0 means a 100% yield; for example, 0.34 means a 34% yield).. Dataset: Reaction yield outcomes from USPTO patents with 853,638 reactions (1) The reactants are [CH3:1][C:2]1[C:8]([Cl:9])=[CH:7][CH:6]=[CH:5][C:3]=1[NH2:4].C([O-])(=O)C.[K+].C(OC(=O)C)(=O)C.[N:22](OCCC(C)C)=O.[Li+].[OH-]. The catalyst is O.C1COCC1.C(Cl)(Cl)Cl. The product is [Cl:9][C:8]1[CH:7]=[CH:6][CH:5]=[C:3]2[C:2]=1[CH:1]=[N:22][NH:4]2. The yield is 1.00. (2) The reactants are C[O:2][C:3](=O)[C:4]1[CH:9]=[C:8]([NH:10][C:11]([C:13]2[C:14]([CH3:23])=[N:15][C:16]([C:19]([F:22])([F:21])[F:20])=[CH:17][CH:18]=2)=[O:12])[CH:7]=[CH:6][C:5]=1[Cl:24].[BH4-].[Li+].C(=O)(O)[O-].[Na+]. The catalyst is O1CCCC1. The product is [Cl:24][C:5]1[CH:6]=[CH:7][C:8]([NH:10][C:11](=[O:12])[C:13]2[CH:18]=[CH:17][C:16]([C:19]([F:21])([F:22])[F:20])=[N:15][C:14]=2[CH3:23])=[CH:9][C:4]=1[CH2:3][OH:2]. The yield is 0.540. (3) The yield is 0.320. The catalyst is CC(C)=O. The reactants are C(=O)([O-])[O-].[Cs+].[Cs+].Cl[CH2:8][C:9]1[C:18]2[C:13](=[CH:14][CH:15]=[CH:16][CH:17]=2)[N:12]=[C:11]([CH3:19])[CH:10]=1.[I-].[K+].[OH:22][C:23]1[CH:28]=[CH:27][C:26]([S:29]([NH:32][CH2:33][C@H:34]([N:39]2[CH2:44][CH2:43][N:42]([S:45]([CH3:48])(=[O:47])=[O:46])[CH2:41][CH2:40]2)[C:35]([O:37][CH3:38])=[O:36])(=[O:31])=[O:30])=[CH:25][CH:24]=1. The product is [CH3:48][S:45]([N:42]1[CH2:41][CH2:40][N:39]([C@@H:34]([CH2:33][NH:32][S:29]([C:26]2[CH:25]=[CH:24][C:23]([O:22][CH2:8][C:9]3[C:18]4[C:13](=[CH:14][CH:15]=[CH:16][CH:17]=4)[N:12]=[C:11]([CH3:19])[CH:10]=3)=[CH:28][CH:27]=2)(=[O:31])=[O:30])[C:35]([O:37][CH3:38])=[O:36])[CH2:44][CH2:43]1)(=[O:46])=[O:47].